From a dataset of Catalyst prediction with 721,799 reactions and 888 catalyst types from USPTO. Predict which catalyst facilitates the given reaction. (1) Reactant: [Cl:1][C:2]1[CH:7]=[CH:6][C:5]([S:8](Cl)(=[O:10])=[O:9])=[CH:4][N:3]=1.Cl.[F:13][CH2:14][CH:15]([NH2:18])[CH2:16][F:17]. Product: [Cl:1][C:2]1[N:3]=[CH:4][C:5]([S:8]([NH:18][CH:15]([CH2:16][F:17])[CH2:14][F:13])(=[O:10])=[O:9])=[CH:6][CH:7]=1. The catalyst class is: 300. (2) Reactant: C(Cl)(Cl)(Cl)Cl.[C:6]([NH:9][NH:10][C:11](=[O:20])[C:12]1[CH:17]=[C:16]([Br:18])[CH:15]=[N:14][C:13]=1[NH2:19])(=O)[CH3:7].C1(P(C2C=CC=CC=2)C2C=CC=CC=2)C=CC=CC=1.C1CCN2C(=NCCC2)CC1. Product: [Br:18][C:16]1[CH:17]=[C:12]([C:11]2[O:20][C:6]([CH3:7])=[N:9][N:10]=2)[C:13]([NH2:19])=[N:14][CH:15]=1. The catalyst class is: 10. (3) Reactant: [CH2:1](O)CCCCO.C(O)C(O)CCCC.N1CCCC1=O.CCCCC([CH2:29][CH2:30][CH:31]([O:36]S([O-])(=O)=O)[CH2:32][CH:33]([CH3:35])[CH3:34])CC.[Na+]. Product: [CH3:35][CH:33]([CH2:32][C:31]([OH:36])([C:30]#[CH:29])[CH3:1])[CH3:34]. The catalyst class is: 6. (4) Reactant: [F:1][C:2]1[CH:3]=[C:4]([C:10]2[N:19]=[C:18]([C:20]([OH:22])=O)[C:17]3[C:12](=[CH:13][CH:14]=[C:15]([O:23][CH3:24])[CH:16]=3)[N:11]=2)[CH:5]=[CH:6][C:7]=1[O:8][CH3:9].Cl.Cl.[NH2:27][CH:28]([CH2:31][C:32]1[C:36]2=[N:37][CH:38]=[CH:39][CH:40]=[C:35]2[NH:34][CH:33]=1)[CH2:29][OH:30].C1C=CC2N(O)N=NC=2C=1.CCN=C=NCCCN(C)C. Product: [OH:30][CH2:29][CH:28]([NH:27][C:20]([C:18]1[C:17]2[C:12](=[CH:13][CH:14]=[C:15]([O:23][CH3:24])[CH:16]=2)[N:11]=[C:10]([C:4]2[CH:5]=[CH:6][C:7]([O:8][CH3:9])=[C:2]([F:1])[CH:3]=2)[N:19]=1)=[O:22])[CH2:31][C:32]1[C:36]2=[N:37][CH:38]=[CH:39][CH:40]=[C:35]2[NH:34][CH:33]=1. The catalyst class is: 851.